This data is from Forward reaction prediction with 1.9M reactions from USPTO patents (1976-2016). The task is: Predict the product of the given reaction. (1) Given the reactants [CH3:1][O:2][C:3]1[CH:4]=[C:5]([C@H:11]([N:25]2[CH2:33][C:32]3[C:27](=[CH:28][CH:29]=[CH:30][C:31]=3[N:34]3[CH2:39][CH2:38][NH:37][CH2:36][CH2:35]3)[C:26]2=[O:40])[CH2:12][CH2:13][CH2:14][N:15]([CH3:24])[S:16]([C:19]2[S:20][CH:21]=[CH:22][CH:23]=2)(=[O:18])=[O:17])[CH:6]=[CH:7][C:8]=1[O:9][CH3:10].C(O)(=O)C.C(O[C:48]1(O[Si](C)(C)C)[CH2:50][CH2:49]1)C.C([BH3-])#N.[Na+], predict the reaction product. The product is: [CH:48]1([N:37]2[CH2:36][CH2:35][N:34]([C:31]3[CH:30]=[CH:29][CH:28]=[C:27]4[C:32]=3[CH2:33][N:25]([C@@H:11]([C:5]3[CH:6]=[CH:7][C:8]([O:9][CH3:10])=[C:3]([O:2][CH3:1])[CH:4]=3)[CH2:12][CH2:13][CH2:14][N:15]([CH3:24])[S:16]([C:19]3[S:20][CH:21]=[CH:22][CH:23]=3)(=[O:18])=[O:17])[C:26]4=[O:40])[CH2:39][CH2:38]2)[CH2:50][CH2:49]1. (2) Given the reactants C1(C2CC(O)C3C(=CC=C(O)C=3)O2)C=CC=CC=1.[Cl:19][C:20]1[CH:21]=[C:22]([CH:26]2[CH2:35][C:34](=[O:36])[C:33]3[C:28](=[CH:29][CH:30]=[C:31]([OH:37])[CH:32]=3)[O:27]2)[CH:23]=[CH:24][CH:25]=1, predict the reaction product. The product is: [Cl:19][C:20]1[CH:21]=[C:22]([CH:26]2[CH2:35][CH:34]([OH:36])[C:33]3[C:28](=[CH:29][CH:30]=[C:31]([OH:37])[CH:32]=3)[O:27]2)[CH:23]=[CH:24][CH:25]=1. (3) Given the reactants C(O[C:5](=[O:7])[CH3:6])(=O)C.[NH2:8][C:9]1[CH:14]=[CH:13][C:12]([Br:15])=[CH:11][N:10]=1.O, predict the reaction product. The product is: [Br:15][C:12]1[CH:13]=[CH:14][C:9]([NH:8][C:5](=[O:7])[CH3:6])=[N:10][CH:11]=1.